The task is: Predict the product of the given reaction.. This data is from Forward reaction prediction with 1.9M reactions from USPTO patents (1976-2016). (1) Given the reactants [F:1][C:2]1[CH:3]=[C:4]([C:9]2([F:14])[CH2:13][CH2:12][NH:11][CH2:10]2)[CH:5]=[C:6]([F:8])[CH:7]=1.O.[CH2:16](OCC)C, predict the reaction product. The product is: [F:1][C:2]1[CH:3]=[C:4]([C:9]2([F:14])[CH2:13][CH2:12][N:11]([CH3:16])[CH2:10]2)[CH:5]=[C:6]([F:8])[CH:7]=1. (2) Given the reactants [CH:1]1[CH:6]=[C:5]2[C:7]([CH2:10][C@@:11]([OH:21])([C:18]([OH:20])=[O:19])C[C@H](N)C(O)=O)=[CH:8][NH:9][C:4]2=[CH:3][CH:2]=1.P([O-])([O-])([O-])=O.[K+].[K+].[K+].[Mg+2].[Cl-].[Cl-], predict the reaction product. The product is: [NH:9]1[C:4]2[C:5](=[CH:6][CH:1]=[CH:2][CH:3]=2)[C:7]([CH2:10][C:11](=[O:21])[C:18]([O-:20])=[O:19])=[CH:8]1.[C:18]([O-:20])(=[O:19])[C:11]([CH3:10])=[O:21]. (3) Given the reactants [C:1]1([C:7]2[NH:8][CH:9]=[CH:10][N:11]=2)[CH:6]=[CH:5][CH:4]=[CH:3][CH:2]=1.[H-].[Na+].Cl[C:15]1[CH:20]=[CH:19][N:18]=[C:17]([S:21][CH3:22])[N:16]=1, predict the reaction product. The product is: [CH3:22][S:21][C:17]1[N:18]=[C:19]([N:11]2[CH:10]=[CH:9][N:8]=[C:7]2[C:1]2[CH:2]=[CH:3][CH:4]=[CH:5][CH:6]=2)[CH:20]=[CH:15][N:16]=1. (4) Given the reactants [OH:1][CH2:2][CH2:3][N:4]1[CH2:9][CH2:8][N:7]([CH2:10][CH2:11][CH2:12][C:13]2[C:21]3[CH2:20][CH2:19][CH2:18][CH2:17][C:16]=3[NH:15][C:14]=2[CH:22]=O)[CH2:6][CH2:5]1.OC1CCN(CCCC2C3CCCCC=3NC=2C=O)CC1.[CH2:45]([S:47]([C:50]1[CH:51]=[C:52]2[C:56](=[CH:57][CH:58]=1)[NH:55][C:54](=[O:59])[CH2:53]2)(=[O:49])=[O:48])[CH3:46], predict the reaction product. The product is: [CH2:45]([S:47]([C:50]1[CH:51]=[C:52]2[C:56](=[CH:57][CH:58]=1)[NH:55][C:54](=[O:59])/[C:53]/2=[CH:22]\[C:14]1[NH:15][C:16]2[CH2:17][CH2:18][CH2:19][CH2:20][C:21]=2[C:13]=1[CH2:12][CH2:11][CH2:10][N:7]1[CH2:6][CH2:5][N:4]([CH2:3][CH2:2][OH:1])[CH2:9][CH2:8]1)(=[O:48])=[O:49])[CH3:46]. (5) Given the reactants BrC1C=CC(C(O)[C:9]([F:12])([F:11])[F:10])=CC=1[C:9]([F:12])([F:11])[F:10].[Br:18][C:19]1[CH:26]=[CH:25][C:22]([CH:23]=[O:24])=[CH:21][C:20]=1[Cl:27], predict the reaction product. The product is: [Br:18][C:19]1[CH:26]=[CH:25][C:22]([C:23]([OH:24])([C:9]([F:12])([F:11])[F:10])[C:9]([F:12])([F:11])[F:10])=[CH:21][C:20]=1[Cl:27].